From a dataset of TCR-epitope binding with 47,182 pairs between 192 epitopes and 23,139 TCRs. Binary Classification. Given a T-cell receptor sequence (or CDR3 region) and an epitope sequence, predict whether binding occurs between them. (1) The epitope is VTIAEILLI. The TCR CDR3 sequence is CASSQDSGVTSTDTQYF. Result: 1 (the TCR binds to the epitope). (2) The epitope is SLFNTVATLY. The TCR CDR3 sequence is CASRTGISNTGELFF. Result: 0 (the TCR does not bind to the epitope). (3) The epitope is GPGHKARVL. The TCR CDR3 sequence is CASSIAEREAFF. Result: 1 (the TCR binds to the epitope). (4) The epitope is RTLNAWVKV. The TCR CDR3 sequence is CASSSSTGQQPQHF. Result: 0 (the TCR does not bind to the epitope). (5) Result: 1 (the TCR binds to the epitope). The TCR CDR3 sequence is CASGSPGQESYEQYF. The epitope is GTSGSPIVNR. (6) The TCR CDR3 sequence is CASSPGGVSYGYTF. Result: 0 (the TCR does not bind to the epitope). The epitope is FTYASALWEI. (7) The epitope is AMFWSVPTV. The TCR CDR3 sequence is CATSTGDSNQPQHF. Result: 0 (the TCR does not bind to the epitope).